This data is from Reaction yield outcomes from USPTO patents with 853,638 reactions. The task is: Predict the reaction yield, written as a fraction of the theoretical maximum amount of product (1.0 means a 100% yield; for example, 0.34 means a 34% yield). (1) The reactants are [NH:1]1[CH2:5][CH2:4][CH2:3][CH2:2]1.C(N(CC)CC)C.[ClH:13].[N:14]1([C:19](=N)[NH2:20])C=CC=N1. The catalyst is CC#N. The product is [ClH:13].[N:1]1([C:19](=[NH:14])[NH2:20])[CH2:5][CH2:4][CH2:3][CH2:2]1. The yield is 0.710. (2) The reactants are [CH:1]([C:3]1[NH:4][C:5]([CH3:11])=[CH:6][C:7]=1[C:8]([OH:10])=O)=[O:2].[NH2:12][CH2:13][CH2:14][N:15]1[CH2:19][CH2:18][CH2:17][CH2:16]1. No catalyst specified. The product is [N:15]1([CH2:14][CH2:13][NH:12][C:8]([C:7]2[CH:6]=[C:5]([CH3:11])[NH:4][C:3]=2[CH:1]=[O:2])=[O:10])[CH2:19][CH2:18][CH2:17][CH2:16]1. The yield is 0.760. (3) The reactants are [CH3:1][C@H:2]1[CH:8]=[CH:7][C:6]([S:9][C:10]2[CH:15]=[CH:14][CH:13]=[CH:12][CH:11]=2)=[CH:5][CH2:4][C@H:3]1[OH:16].[Li][CH2:18]CCC.CI. The catalyst is C1COCC1. The product is [CH3:18][C@H:4]1[CH:5]=[C:6]([S:9][C:10]2[CH:11]=[CH:12][CH:13]=[CH:14][CH:15]=2)[CH:7]=[CH:8][C@H:2]([CH3:1])[C@@H:3]1[OH:16]. The yield is 0.700. (4) The reactants are Cl[C:2]1[N:7]=[CH:6][N:5]=[C:4]2[C:8]3[C:9](=[N:11][C:12]([N:21]4[CH2:25][CH2:24][CH2:23][CH2:22]4)=[C:13]4[CH2:18][O:17][C:16]([CH3:20])([CH3:19])[CH2:15][C:14]=34)[S:10][C:3]=12.[N:26]1[CH:31]=[CH:30][C:29]([CH2:32][NH2:33])=[CH:28][CH:27]=1. The catalyst is C(O)C. The product is [CH3:19][C:16]1([CH3:20])[O:17][CH2:18][C:13]2=[C:12]([N:21]3[CH2:25][CH2:24][CH2:23][CH2:22]3)[N:11]=[C:9]3[S:10][C:3]4[C:4](=[N:5][CH:6]=[N:7][C:2]=4[NH:33][CH2:32][C:29]4[CH:30]=[CH:31][N:26]=[CH:27][CH:28]=4)[C:8]3=[C:14]2[CH2:15]1. The yield is 0.520. (5) The reactants are [CH3:1][O:2][C:3]1[CH:8]=[CH:7][C:6]([N:9]2[C:13]([C:14]([OH:16])=O)=[C:12]([C:17]([O:19][CH2:20][CH3:21])=[O:18])[C:11]([C:22]([F:25])([F:24])[F:23])=[N:10]2)=[CH:5][CH:4]=1.[C:26](Cl)(=O)[C:27](Cl)=O.[CH2:32](Cl)Cl. The catalyst is CN(C)C=O.CN(C)C1C=CN=CC=1.C(OCC)(=O)C. The product is [CH3:1][O:2][C:3]1[CH:8]=[CH:7][C:6]([N:9]2[C:13]([C:14]3[O:16][CH:32]=[CH:26][CH:27]=3)=[C:12]([C:17]([O:19][CH2:20][CH3:21])=[O:18])[C:11]([C:22]([F:23])([F:25])[F:24])=[N:10]2)=[CH:5][CH:4]=1. The yield is 0.700.